The task is: Predict which catalyst facilitates the given reaction.. This data is from Catalyst prediction with 721,799 reactions and 888 catalyst types from USPTO. (1) Reactant: C([N:4]([CH2:8][C:9]1[CH:14]=[CH:13][C:12]([Sn:15]([CH2:24][CH2:25][CH2:26][CH3:27])([CH2:20][CH2:21][CH2:22][CH3:23])[CH2:16][CH2:17][CH2:18][CH3:19])=[C:11]([C:28]([O:37][CH2:38][O:39][CH3:40])([C:33]([F:36])([F:35])[F:34])[C:29]([F:32])([F:31])[F:30])[CH:10]=1)CC=C)C=C. Product: [F:32][C:29]([F:30])([F:31])[C:28]([C:11]1[CH:10]=[C:9]([CH2:8][NH2:4])[CH:14]=[CH:13][C:12]=1[Sn:15]([CH2:24][CH2:25][CH2:26][CH3:27])([CH2:20][CH2:21][CH2:22][CH3:23])[CH2:16][CH2:17][CH2:18][CH3:19])([O:37][CH2:38][O:39][CH3:40])[C:33]([F:36])([F:35])[F:34]. The catalyst class is: 668. (2) Reactant: Br[C:2]1(Br)[C:10]2[C:5](=[CH:6][CH:7]=[CH:8][C:9]=2[F:11])[N:4]([CH2:12][C:13]([NH2:15])=[O:14])[C:3]1=[O:16]. Product: [F:11][C:9]1[CH:8]=[CH:7][CH:6]=[C:5]2[C:10]=1[CH2:2][C:3](=[O:16])[N:4]2[CH2:12][C:13]([NH2:15])=[O:14]. The catalyst class is: 565. (3) Reactant: [Cl:1][C:2]1[CH:7]=[CH:6][C:5]([C@@H:8]2[O:13][C@H:12]([C:14]([OH:16])=O)[C@@H:11]([OH:17])[C@H:10]([OH:18])[C@H:9]2[OH:19])=[CH:4][C:3]=1[CH2:20][C:21]1[CH:26]=[CH:25][C:24]([O:27][CH2:28][CH3:29])=[CH:23][CH:22]=1.Cl.[CH3:31][O:32][C:33](=[O:39])[C@@H:34]1[CH2:38][CH2:37][CH2:36][NH:35]1.C1C=CC2N(O)N=NC=2C=1.CN1CCOCC1.CCN=C=NCCCN(C)C.Cl. Product: [CH3:31][O:32][C:33]([C@@H:34]1[CH2:38][CH2:37][CH2:36][N:35]1[C:14]([C@@H:12]1[C@@H:11]([OH:17])[C@H:10]([OH:18])[C@@H:9]([OH:19])[C@H:8]([C:5]2[CH:6]=[CH:7][C:2]([Cl:1])=[C:3]([CH2:20][C:21]3[CH:26]=[CH:25][C:24]([O:27][CH2:28][CH3:29])=[CH:23][CH:22]=3)[CH:4]=2)[O:13]1)=[O:16])=[O:39]. The catalyst class is: 303. (4) Reactant: [CH3:1][C@H:2]1[CH2:7][N:6]2[N:8]=[CH:9][C:10]([N:11]3[CH2:15][CH:14]([C:16]4[CH:21]=[CH:20][CH:19]=[CH:18][CH:17]=4)[O:13][C:12]3=[O:22])=[C:5]2[CH2:4][NH:3]1.CCN(C(C)C)C(C)C.[F:32][C:33]1[CH:34]=[C:35]([NH:41][C:42](=O)[O:43]C2C=CC=CC=2)[CH:36]=[C:37]([F:40])[C:38]=1[F:39]. Product: [CH3:1][C@H:2]1[CH2:7][N:6]2[N:8]=[CH:9][C:10]([N:11]3[CH2:15][CH:14]([C:16]4[CH:21]=[CH:20][CH:19]=[CH:18][CH:17]=4)[O:13][C:12]3=[O:22])=[C:5]2[CH2:4][N:3]1[C:42]([NH:41][C:35]1[CH:36]=[C:37]([F:40])[C:38]([F:39])=[C:33]([F:32])[CH:34]=1)=[O:43]. The catalyst class is: 2.